From a dataset of Catalyst prediction with 721,799 reactions and 888 catalyst types from USPTO. Predict which catalyst facilitates the given reaction. (1) Reactant: [NH2:1][C:2]1[N:7]=[CH:6][C:5]([O:8][C:9]2[CH:10]=[C:11]([NH:15][C:16](=[O:22])[O:17][C:18]([CH3:21])([CH3:20])[CH3:19])[CH:12]=[CH:13][CH:14]=2)=[CH:4][CH:3]=1.[CH3:23][CH2:24][N:25]([CH2:28]C)[CH2:26][CH3:27].C1([O:36]C(Cl)=O)C=CC=CC=1.N1CCCC1. Product: [N:25]1([C:28]([NH:1][C:2]2[N:7]=[CH:6][C:5]([O:8][C:9]3[CH:10]=[C:11]([NH:15][C:16](=[O:22])[O:17][C:18]([CH3:19])([CH3:21])[CH3:20])[CH:12]=[CH:13][CH:14]=3)=[CH:4][CH:3]=2)=[O:36])[CH2:26][CH2:27][CH2:23][CH2:24]1. The catalyst class is: 49. (2) Reactant: [NH2:1][CH:2]([CH3:10])[CH:3]([C:5]1[S:6][CH:7]=[CH:8][N:9]=1)[OH:4].C(N(C(C)C)CC)(C)C.Cl[C:21](Cl)([O:23]C(=O)OC(Cl)(Cl)Cl)Cl. Product: [CH3:10][C@H:2]1[C@H:3]([C:5]2[S:6][CH:7]=[CH:8][N:9]=2)[O:4][C:21](=[O:23])[NH:1]1. The catalyst class is: 2. (3) Reactant: [O:1]=[C:2]1[CH:7]2[CH2:8][CH2:9][CH:3]1[CH2:4][CH:5]([N:10]1[CH2:14][CH2:13][C@@H:12]([NH:15][C:16](=[O:22])[O:17][C:18]([CH3:21])([CH3:20])[CH3:19])[CH2:11]1)[CH2:6]2.[C:23]1([Mg]Br)[CH:28]=[CH:27][CH:26]=[CH:25][CH:24]=1. Product: [OH:1][C:2]1([C:23]2[CH:28]=[CH:27][CH:26]=[CH:25][CH:24]=2)[CH:7]2[CH2:8][CH2:9][CH:3]1[CH2:4][CH:5]([N:10]1[CH2:14][CH2:13][C@@H:12]([NH:15][C:16](=[O:22])[O:17][C:18]([CH3:19])([CH3:21])[CH3:20])[CH2:11]1)[CH2:6]2. The catalyst class is: 1. (4) Reactant: [CH3:1][C:2]1[CH:7]=[CH:6][C:5]([O:8][C:9]2[CH:14]=[CH:13][C:12]([NH:15][C:16](=[O:22])[C@@H:17]([CH:19]([CH3:21])[CH3:20])[NH2:18])=[CH:11][CH:10]=2)=[CH:4][C:3]=1[O:23][CH3:24].Cl[C:26](Cl)([O:28]C(=O)OC(Cl)(Cl)Cl)Cl. Product: [CH3:20][CH:19]([C@H:17]1[NH:18][C:26](=[O:28])[N:15]([C:12]2[CH:13]=[CH:14][C:9]([O:8][C:5]3[CH:6]=[CH:7][C:2]([CH3:1])=[C:3]([O:23][CH3:24])[CH:4]=3)=[CH:10][CH:11]=2)[C:16]1=[O:22])[CH3:21]. The catalyst class is: 4. (5) Reactant: [CH3:1][C:2]1[C:11]2[C:6](=[CH:7][CH:8]=[CH:9][CH:10]=2)[N:5]=[C:4]([CH2:12][N:13]2[C:22](=[O:23])[C:21]3[N:20]([CH2:24][C:25]#[C:26][CH3:27])[C:19]([N:28]4[CH2:33][CH2:32][CH2:31][C@@H:30]([N:34]5C(=O)C6=CC(C)=CC=C6C5=O)[CH2:29]4)=[N:18][C:17]=3[N:16]([CH3:46])[C:14]2=[O:15])[N:3]=1.C(CN)O. Product: [CH3:27][C:26]#[C:25][CH2:24][N:20]1[C:19]([N:28]2[CH2:29][C@H:30]([NH2:34])[CH2:31][CH2:32][CH2:33]2)=[N:18][C:17]2[N:16]([CH3:46])[C:14]([N:13]([CH2:12][C:4]3[N:3]=[C:2]([CH3:1])[C:11]4[CH:10]=[CH:9][CH:8]=[CH:7][C:6]=4[N:5]=3)[C:22](=[O:23])[C:21]1=2)=[O:15]. The catalyst class is: 11. (6) Reactant: [NH2:1][C:2]1[N:7]([CH2:8][C:9]2[CH:14]=[N:13][C:12]([CH3:15])=[CH:11][N:10]=2)[C:6](=[S:16])[NH:5][C:4](=[O:17])[CH:3]=1.[N:18]([O-])=O.[Na+].S(S([O-])=O)([O-])=O.[Na+].[Na+]. Product: [NH2:18][C:3]1[C:4](=[O:17])[NH:5][C:6](=[S:16])[N:7]([CH2:8][C:9]2[CH:14]=[N:13][C:12]([CH3:15])=[CH:11][N:10]=2)[C:2]=1[NH2:1]. The catalyst class is: 86. (7) Reactant: [C:1]([O:5][C@@H:6]([C:12]1[C:37]([CH3:38])=[CH:36][C:15]2[N:16]=[C:17]([C:19]3[CH:24]=[CH:23][N:22]=[C:21]([C:25]4[CH:33]=[C:32]5[C:28]([C:29]([F:35])=[N:30][N:31]5[CH3:34])=[CH:27][CH:26]=4)[CH:20]=3)[S:18][C:14]=2[C:13]=1[C:39]1[CH:44]=[CH:43][C:42]([Cl:45])=[CH:41][CH:40]=1)[C:7]([O:9]CC)=[O:8])([CH3:4])([CH3:3])[CH3:2].[OH-].[Na+].CN(C=O)C.C(O)(=O)C. Product: [C:1]([O:5][C@@H:6]([C:12]1[C:37]([CH3:38])=[CH:36][C:15]2[N:16]=[C:17]([C:19]3[CH:24]=[CH:23][N:22]=[C:21]([C:25]4[CH:33]=[C:32]5[C:28]([C:29]([F:35])=[N:30][N:31]5[CH3:34])=[CH:27][CH:26]=4)[CH:20]=3)[S:18][C:14]=2[C:13]=1[C:39]1[CH:44]=[CH:43][C:42]([Cl:45])=[CH:41][CH:40]=1)[C:7]([OH:9])=[O:8])([CH3:4])([CH3:2])[CH3:3]. The catalyst class is: 92.